Dataset: Forward reaction prediction with 1.9M reactions from USPTO patents (1976-2016). Task: Predict the product of the given reaction. (1) The product is: [CH2:18]([O:20][CH:2]([C:5]1[CH:10]=[CH:9][CH:8]=[C:7]([N+:11]([O-:13])=[O:12])[CH:6]=1)[CH3:3])[CH3:19]. Given the reactants Cl[CH:2]([C:5]1[CH:10]=[CH:9][CH:8]=[C:7]([N+:11]([O-:13])=[O:12])[CH:6]=1)[CH2:3]C.C[O-].[Na+].[Na].[CH2:18]([OH:20])[CH3:19], predict the reaction product. (2) Given the reactants C(Cl)(=O)C(Cl)=O.[Cl:7][C:8]1[N:16]=[C:15]([Cl:17])[CH:14]=[CH:13][C:9]=1[C:10]([OH:12])=O.Cl.O1CCOCC1.[CH3:25][NH:26][CH2:27][CH2:28][OH:29].C(N(CC)CC)C, predict the reaction product. The product is: [Cl:7][C:8]1[C:9]([C:10]([N:26]([CH2:27][CH2:28][OH:29])[CH3:25])=[O:12])=[CH:13][CH:14]=[C:15]([Cl:17])[N:16]=1. (3) Given the reactants [Cl:1][C:2]1[N:7]=[N:6][C:5]([C:8](OC)=[O:9])=[C:4]([NH:12][C:13]2[CH:18]=[CH:17][C:16]([S:19]([CH3:22])(=[O:21])=[O:20])=[CH:15][N:14]=2)[CH:3]=1.[NH3:23], predict the reaction product. The product is: [Cl:1][C:2]1[N:7]=[N:6][C:5]([C:8]([NH2:23])=[O:9])=[C:4]([NH:12][C:13]2[CH:18]=[CH:17][C:16]([S:19]([CH3:22])(=[O:21])=[O:20])=[CH:15][N:14]=2)[CH:3]=1. (4) The product is: [Br:8][C:3]1[C:4]([CH3:7])=[N:5][O:6][C:2]=1[NH:1][S:19]([C:17]1[S:18][C:14]([C:11]2[CH:12]=[CH:13][S:9][CH:10]=2)=[CH:15][CH:16]=1)(=[O:20])=[O:21]. Given the reactants [NH2:1][C:2]1[O:6][N:5]=[C:4]([CH3:7])[C:3]=1[Br:8].[S:9]1[CH:13]=[CH:12][C:11]([C:14]2[S:18][C:17]([S:19](Cl)(=[O:21])=[O:20])=[CH:16][CH:15]=2)=[CH:10]1, predict the reaction product. (5) Given the reactants [CH2:1]([C:5]1[S:9][C:8]([NH2:10])=[N:7][C:6]=1[CH3:11])[CH2:2][CH2:3][CH3:4].[Cl:12][C:13]1[CH:18]=[C:17]([Cl:19])[CH:16]=[C:15]([CH3:20])[C:14]=1[S:21](Cl)(=[O:23])=[O:22], predict the reaction product. The product is: [CH2:1]([C:5]1[S:9][C:8]([NH:10][S:21]([C:14]2[C:15]([CH3:20])=[CH:16][C:17]([Cl:19])=[CH:18][C:13]=2[Cl:12])(=[O:23])=[O:22])=[N:7][C:6]=1[CH3:11])[CH2:2][CH2:3][CH3:4]. (6) Given the reactants [CH2:1]([N:5]1[C:9]2=[N:10][C:11]([C:15]3[CH:20]=[CH:19][CH:18]=[CH:17][C:16]=3[F:21])=[N:12][C:13](Cl)=[C:8]2[C:7]([CH3:22])=[N:6]1)[CH2:2][CH2:3][CH3:4].[NH2:23][C:24]1[CH:29]=[CH:28][N:27]=[CH:26][CH:25]=1, predict the reaction product. The product is: [CH2:1]([N:5]1[C:9]2=[N:10][C:11]([C:15]3[CH:20]=[CH:19][CH:18]=[CH:17][C:16]=3[F:21])=[N:12][C:13]([NH:23][C:24]3[CH:29]=[CH:28][N:27]=[CH:26][CH:25]=3)=[C:8]2[C:7]([CH3:22])=[N:6]1)[CH2:2][CH2:3][CH3:4]. (7) Given the reactants Cl[C:2]1[CH:7]=[CH:6][C:5]([CH3:8])=[CH:4][C:3]=1[N+:9]([O-:11])=[O:10].[N:12]1[CH:17]=[CH:16][CH:15]=[C:14]([OH:18])[CH:13]=1.C(=O)([O-])[O-].[K+].[K+], predict the reaction product. The product is: [CH3:8][C:5]1[CH:6]=[CH:7][C:2]([O:18][C:14]2[CH:13]=[N:12][CH:17]=[CH:16][CH:15]=2)=[C:3]([N+:9]([O-:11])=[O:10])[CH:4]=1. (8) Given the reactants [CH2:1]([O:8][CH2:9][N:10]1[C:18]2[C:13](=[CH:14][C:15](Br)=[CH:16][CH:17]=2)[C:12]([CH3:20])=[N:11]1)[C:2]1[CH:7]=[CH:6][CH:5]=[CH:4][CH:3]=1.[B:21](OC(C)C)([O:26]C(C)C)[O:22]C(C)C.C([Li])CCC, predict the reaction product. The product is: [CH2:1]([O:8][CH2:9][N:10]1[C:18]2[C:13](=[CH:14][C:15]([B:21]([OH:26])[OH:22])=[CH:16][CH:17]=2)[C:12]([CH3:20])=[N:11]1)[C:2]1[CH:7]=[CH:6][CH:5]=[CH:4][CH:3]=1. (9) Given the reactants [Si:1]([O:8][CH2:9][C:10]1([CH2:14][CH2:15]O)[CH2:13][CH2:12][CH2:11]1)([C:4]([CH3:7])([CH3:6])[CH3:5])([CH3:3])[CH3:2].[CH3:17][N:18]1[CH:22]=[CH:21][N:20]=[C:19]1[SH:23], predict the reaction product. The product is: [Si:1]([O:8][CH2:9][C:10]1([CH2:14][CH2:15][S:23][C:19]2[N:18]([CH3:17])[CH:22]=[CH:21][N:20]=2)[CH2:13][CH2:12][CH2:11]1)([C:4]([CH3:7])([CH3:6])[CH3:5])([CH3:3])[CH3:2]. (10) Given the reactants [F:1][C:2]([F:31])([F:30])[C:3]1[CH:4]=[C:5]([C:13](O)([C:25]([F:28])([F:27])[F:26])[CH2:14][C:15]([C:17]2[CH:22]=[CH:21][C:20]([CH3:23])=[C:19]([Cl:24])[CH:18]=2)=[O:16])[CH:6]=[C:7]([C:9]([F:12])([F:11])[F:10])[CH:8]=1.C1(C)C=CC=CC=1.C(OC(=O)C)(=O)C, predict the reaction product. The product is: [F:30][C:2]([F:1])([F:31])[C:3]1[CH:4]=[C:5]([C:13]([C:25]([F:28])([F:27])[F:26])=[CH:14][C:15]([C:17]2[CH:22]=[CH:21][C:20]([CH3:23])=[C:19]([Cl:24])[CH:18]=2)=[O:16])[CH:6]=[C:7]([C:9]([F:10])([F:11])[F:12])[CH:8]=1.